Task: Regression. Given two drug SMILES strings and cell line genomic features, predict the synergy score measuring deviation from expected non-interaction effect.. Dataset: NCI-60 drug combinations with 297,098 pairs across 59 cell lines Drug 1: CC(C1=C(C=CC(=C1Cl)F)Cl)OC2=C(N=CC(=C2)C3=CN(N=C3)C4CCNCC4)N. Drug 2: CC1=C(C=C(C=C1)C(=O)NC2=CC(=CC(=C2)C(F)(F)F)N3C=C(N=C3)C)NC4=NC=CC(=N4)C5=CN=CC=C5. Cell line: BT-549. Synergy scores: CSS=-12.6, Synergy_ZIP=5.74, Synergy_Bliss=1.19, Synergy_Loewe=-2.56, Synergy_HSA=-6.07.